From a dataset of Peptide-MHC class I binding affinity with 185,985 pairs from IEDB/IMGT. Regression. Given a peptide amino acid sequence and an MHC pseudo amino acid sequence, predict their binding affinity value. This is MHC class I binding data. The peptide sequence is GTLLGTTPV. The binding affinity (normalized) is 0.120. The MHC is H-2-Db with pseudo-sequence H-2-Db.